This data is from NCI-60 drug combinations with 297,098 pairs across 59 cell lines. The task is: Regression. Given two drug SMILES strings and cell line genomic features, predict the synergy score measuring deviation from expected non-interaction effect. (1) Drug 1: C1=C(C(=O)NC(=O)N1)N(CCCl)CCCl. Drug 2: C1=NC2=C(N=C(N=C2N1C3C(C(C(O3)CO)O)F)Cl)N. Cell line: NCI/ADR-RES. Synergy scores: CSS=31.5, Synergy_ZIP=-7.33, Synergy_Bliss=-10.3, Synergy_Loewe=-14.1, Synergy_HSA=-6.79. (2) Drug 1: C1CCN(CC1)CCOC2=CC=C(C=C2)C(=O)C3=C(SC4=C3C=CC(=C4)O)C5=CC=C(C=C5)O. Drug 2: CS(=O)(=O)CCNCC1=CC=C(O1)C2=CC3=C(C=C2)N=CN=C3NC4=CC(=C(C=C4)OCC5=CC(=CC=C5)F)Cl. Cell line: NCI-H226. Synergy scores: CSS=-2.06, Synergy_ZIP=1.68, Synergy_Bliss=0.00437, Synergy_Loewe=-2.85, Synergy_HSA=-3.17. (3) Drug 1: CC1C(C(CC(O1)OC2CC(CC3=C2C(=C4C(=C3O)C(=O)C5=C(C4=O)C(=CC=C5)OC)O)(C(=O)C)O)N)O.Cl. Drug 2: C1=NNC2=C1C(=O)NC=N2. Cell line: M14. Synergy scores: CSS=4.85, Synergy_ZIP=-3.37, Synergy_Bliss=-3.43, Synergy_Loewe=-8.24, Synergy_HSA=-3.90. (4) Drug 1: C1=CC(=CC=C1CC(C(=O)O)N)N(CCCl)CCCl.Cl. Drug 2: CCC(=C(C1=CC=CC=C1)C2=CC=C(C=C2)OCCN(C)C)C3=CC=CC=C3.C(C(=O)O)C(CC(=O)O)(C(=O)O)O. Cell line: LOX IMVI. Synergy scores: CSS=4.38, Synergy_ZIP=-11.1, Synergy_Bliss=-17.2, Synergy_Loewe=-15.2, Synergy_HSA=-14.0. (5) Drug 1: C1CC(=O)NC(=O)C1N2C(=O)C3=CC=CC=C3C2=O. Drug 2: CN(C(=O)NC(C=O)C(C(C(CO)O)O)O)N=O. Cell line: SF-295. Synergy scores: CSS=-17.8, Synergy_ZIP=-5.65, Synergy_Bliss=-37.2, Synergy_Loewe=-42.8, Synergy_HSA=-50.0.